The task is: Regression. Given a target protein amino acid sequence and a drug SMILES string, predict the binding affinity score between them. We predict pKi (pKi = -log10(Ki in M); higher means stronger inhibition). Dataset: bindingdb_ki.. This data is from Drug-target binding data from BindingDB using Ki measurements. (1) The small molecule is NS(=O)(=O)c1ccc(CCNS(=O)(=O)c2ccc([N+](=O)[O-])cc2CO)cc1. The target protein sequence is MEVDVVPNTKNYWQSSMCPVNVHWHLGTEHYSVGEYDENGSGPNGNVGVPYRRTLAEGEVQDGFRCHHYDPDDEAYTRPYEWKHCIGMEVGETYEVHWPHSGAGACGTTYQYQTPFYDGVFCNLDMETLQTLAPQDIANAVGVQGQIFTIVNDDTYYYPDLIRGWIVDEEMGMGQDIAMYTGSTTGESRSNEICSSYSPITWQVDRKCHKISASSFDKLCYDMKMQRDDMSDDLYAHGSRELVTPEYVANNQQTRRLTEKHEHNHSHGHSHVRGHQHHQWF. The pKi is 5.1. (2) The small molecule is O=C(NCc1ccc(F)cc1)C(=O)c1c[nH]c2ccccc12. The target protein (P23576) has sequence MRTKLSTCNVWFPLLVLLVWNPARLVLANIQEDEAKNNITIFTRILDRLLDGYDNRLRPGLGDSITEVFTNIYVTSFGPVSDTDMEYTIDVFFRQKWKDERLKFKGPMNILRLNNSMASKIWTPDTFFHNGKKSVAHNMTMPNKLLRIQDDGTLLYTMRLTVQAECPMHLEDFPMDAHSCPLKFGSYAYTTSEVTYIWTYNPSDSVQVAPDGSRLNQYDLLGQSIGKETIKSSTGEYTVMTAHFHLKRKIGYFVIQTYLPCIMTVILSQVSFWLNRESVPARTVFGVTTVLTMTTLSISARNSLPKVAYATAMDWFIAVCYAFVFSALIEFATVNYFTKRGWAWDGKSVVNDKKKEKGSVMIQNNAYAVAVANYAPNLSKDPVLSTISKSATTPEPNKKPENKPAEAKKTFNSVSKIDRMSRIVFPVLFGTFNLVYWATYLNREPVLGVSP. The pKi is 6.9. (3) The compound is Nc1ncnc2c1ncn2[C@@H]1O[C@H](COP(=O)([O-])OP(=O)([O-])OCC2OC(O)[C@H](O)[C@@H]2O)[C@@H](O)[C@H]1OP(=O)([O-])[O-]. The target protein (P0A9J4) has sequence MKITVLGCGALGQLWLTALCKQGHEVQGWLRVPQPYCSVNLVETDGSIFNESLTANDPDFLATSDLLLVTLKAWQVSDAVKSLASTLPVTTPILLIHNGMGTIEELQNIQQPLLMGTTTHAARRDGNVIIHVANGITHIGPARQQDGDYSYLADILQTVLPDVAWHNNIRAELWRKLAVNCVINPLTAIWNCPNGELRHHPQEIMQICEEVAAVIEREGHHTSAEDLRDYVMQVIDATAENISSMLQDIRALRHTEIDYINGFLLRRARAHGIAVPENTRLFEMVKRKESEYERIGTGLPRPW. The pKi is 3.7. (4) The drug is CN1[C@H](CCc2ccc(OCCF)cc2)CCC[C@@H]1CCc1ccc(O)cc1.Cl. The target protein (Q01827) has sequence MALSDLVLLRWLRDSRHSRKLILFIVFLALLLDNMLLTVVVPIIPSYLYSIKHEKNSTEIQTTRPELVVSTSESIFSYYNNSTVLITGNATGTLPGGQSHKATSTQHTVANTTVPSDCPSEDRDLLNENVQVGLLFASKATVQLLTNPFIGLLTNRIGYPIPMFAGFCIMFISTVMFAFSSSYAFLLIARSLQGIGSSCSSVAGMGMLASVYTDDEERGKPMGIALGGLAMGVLVGPPFGSVLYEFVGKTAPFLVLAALVLLDGAIQLFVLQPSRVQPESQKGTPLTTLLKDPYILIAAGSICFANMGIAMLEPALPIWMMETMCSRKWQLGVAFLPASISYLIGTNIFGILAHKMGRWLCALLGMVIVGISILCIPFAKNIYGLIAPNFGVGFAIGMVDSSMMPIMGYLVDLRHVSVYGSVYAIADVAFCMGYAIGPSAGGAIAKAIGFPWLMTIIGIIDIAFAPLCFFLRSPPAKEEKMAILMDHNCPIKRKMYTQNN.... The pKi is 7.5. (5) The small molecule is NS(=O)(=O)c1ccc(C(=O)O)cc1. The target protein (O24855) has sequence MKAFLGALEFQENEYEELKELYESLKTKQKPHTLFISCVDSRVVPNLITGTKPGELYVICNMGNVNPPKTSYKESLSTIASIEYAIAHVGVQNLIICGHSDCGACGSVHLIHDETTKAKTPYIANWIQFLEPVKEELKNHPQFSNHFAKRSWLTERLNARLQLNNLLSYDFIQEKASKNELKIFGWHYIIETGRIYNYNFESHFFEPIGETIKQRKSHENF. The pKi is 6.0.